From a dataset of Forward reaction prediction with 1.9M reactions from USPTO patents (1976-2016). Predict the product of the given reaction. (1) Given the reactants [CH3:1][CH2:2][CH2:3][CH2:4][N:5]1[CH:10]([C:11]([NH:13][C:14]2[C:15]([CH3:21])=[CH:16][CH:17]=[CH:18][C:19]=2[CH3:20])=[O:12])[CH2:9][CH2:8][CH2:7][CH2:6]1.Cl.OCC(CO)O, predict the reaction product. The product is: [CH3:1][CH2:2][CH2:3][CH2:4][N:5]1[CH:10]([C:11]([NH:13][C:14]2[C:15]([CH3:21])=[CH:16][CH:17]=[CH:18][C:19]=2[CH3:20])=[O:12])[CH2:9][CH2:8][CH2:7][CH2:6]1. (2) Given the reactants C[O:2][C:3]([C@H:5]1[CH2:9][O:8][CH:7]([CH2:10][O:11][C:12](=[O:19])[C:13]2[CH:18]=[CH:17][CH:16]=[CH:15][CH:14]=2)[O:6]1)=[O:4].C1COCC1.[OH-].[Li+], predict the reaction product. The product is: [C:12]([O:11][CH2:10][C@@H:7]1[O:6][C@@H:5]([C:3]([OH:4])=[O:2])[CH2:9][O:8]1)(=[O:19])[C:13]1[CH:18]=[CH:17][CH:16]=[CH:15][CH:14]=1.